Dataset: Reaction yield outcomes from USPTO patents with 853,638 reactions. Task: Predict the reaction yield, written as a fraction of the theoretical maximum amount of product (1.0 means a 100% yield; for example, 0.34 means a 34% yield). (1) The reactants are [CH2:1]1[NH:15][C:4](=[C:5]2[CH:11]=[C:10]([N+:12]([O-])=O)[C:8](=[O:9])[CH:7]=[CH:6]2)[NH:3][CH2:2]1.C([O-])=O.[NH4+]. The catalyst is CO.[Pd]. The product is [NH2:12][C:10]1[CH:11]=[C:5]([C:4]2[NH:15][CH2:1][CH2:2][N:3]=2)[CH:6]=[CH:7][C:8]=1[OH:9]. The yield is 0.740. (2) The reactants are O[C:2]1[CH:7]=[CH:6][N:5]([C:8]2[CH:9]=[C:10]3[C:14](=[CH:15][CH:16]=2)[N:13]([CH2:17][CH2:18][N:19]2[CH2:23][CH2:22][CH2:21][CH2:20]2)[N:12]=[CH:11]3)[C:4](=[O:24])[CH:3]=1.[CH2:25]([NH2:32])[C:26]1[CH:31]=[CH:30][CH:29]=[CH:28][CH:27]=1.C1(N)C(F)=C(F)C(F)=C(N)C=1F.[ClH:45].Cl. No catalyst specified. The product is [ClH:45].[ClH:45].[CH2:25]([NH:32][C:2]1[CH:7]=[CH:6][N:5]([C:8]2[CH:9]=[C:10]3[C:14](=[CH:15][CH:16]=2)[N:13]([CH2:17][CH2:18][N:19]2[CH2:23][CH2:22][CH2:21][CH2:20]2)[N:12]=[CH:11]3)[C:4](=[O:24])[CH:3]=1)[C:26]1[CH:31]=[CH:30][CH:29]=[CH:28][CH:27]=1. The yield is 0.220.